From a dataset of Forward reaction prediction with 1.9M reactions from USPTO patents (1976-2016). Predict the product of the given reaction. Given the reactants O([C:9]([O:11][C:12]([CH3:15])([CH3:14])[CH3:13])=[O:10])[C:9]([O:11][C:12]([CH3:15])([CH3:14])[CH3:13])=[O:10].[C:16]1([CH2:22][O:23][C:24]2[CH:34]=[CH:33][C:27]3[CH2:28][NH:29][CH2:30][CH2:31][O:32][C:26]=3[CH:25]=2)[CH:21]=[CH:20][CH:19]=[CH:18][CH:17]=1, predict the reaction product. The product is: [C:16]1([CH2:22][O:23][C:24]2[CH:34]=[CH:33][C:27]3[CH2:28][N:29]([C:9]([O:11][C:12]([CH3:13])([CH3:14])[CH3:15])=[O:10])[CH2:30][CH2:31][O:32][C:26]=3[CH:25]=2)[CH:17]=[CH:18][CH:19]=[CH:20][CH:21]=1.